Dataset: Catalyst prediction with 721,799 reactions and 888 catalyst types from USPTO. Task: Predict which catalyst facilitates the given reaction. (1) Reactant: [CH3:1][O:2][C:3]1[CH:4]=[C:5]2[C:10](=[CH:11][C:12]=1[O:13][CH3:14])[N:9]=[CH:8][N:7]=[C:6]2[O:15][C:16]1[CH:22]=[CH:21][C:19]([NH2:20])=[C:18]([N+:23]([O-:25])=[O:24])[CH:17]=1.C(N(CC)CC)C.ClC(Cl)(O[C:37](=[O:43])OC(Cl)(Cl)Cl)Cl.[N:45]1([CH2:51][CH2:52][NH2:53])[CH2:50][CH2:49][CH2:48][CH2:47][CH2:46]1. Product: [CH3:1][O:2][C:3]1[CH:4]=[C:5]2[C:10](=[CH:11][C:12]=1[O:13][CH3:14])[N:9]=[CH:8][N:7]=[C:6]2[O:15][C:16]1[CH:22]=[CH:21][C:19]([NH:20][C:37]([NH:53][CH2:52][CH2:51][N:45]2[CH2:50][CH2:49][CH2:48][CH2:47][CH2:46]2)=[O:43])=[C:18]([N+:23]([O-:25])=[O:24])[CH:17]=1. The catalyst class is: 146. (2) Reactant: [C:1]([CH2:3][C:4]1([N:8]2[CH2:13][CH2:12][CH:11]([N:14]([C@@H:21]3[CH2:23][C@H:22]3[C:24]3[CH:29]=[CH:28][CH:27]=[CH:26][CH:25]=3)[C:15](=[O:20])[C:16]([F:19])([F:18])[F:17])[CH2:10][CH2:9]2)[CH2:7][NH:6][CH2:5]1)#[N:2].C(N(CC)C(C)C)(C)C.[CH3:39][S:40](Cl)(=[O:42])=[O:41]. Product: [C:1]([CH2:3][C:4]1([N:8]2[CH2:9][CH2:10][CH:11]([N:14]([C@@H:21]3[CH2:23][C@H:22]3[C:24]3[CH:29]=[CH:28][CH:27]=[CH:26][CH:25]=3)[C:15](=[O:20])[C:16]([F:19])([F:17])[F:18])[CH2:12][CH2:13]2)[CH2:5][N:6]([S:40]([CH3:39])(=[O:42])=[O:41])[CH2:7]1)#[N:2]. The catalyst class is: 2. (3) Reactant: C(N=[CH:6][C:7]1[CH:8]=[C:9]2[C:14](=[CH:15][CH:16]=1)[N:13]=[CH:12][CH:11]=[C:10]2Cl)CCC.[CH3:18][O:19][CH2:20][CH2:21][O-:22].[Na+].C[O:25]CCO. Product: [CH3:18][O:19][CH2:20][CH2:21][O:22][C:10]1[C:9]2[C:14](=[CH:15][CH:16]=[C:7]([CH:6]=[O:25])[CH:8]=2)[N:13]=[CH:12][CH:11]=1. The catalyst class is: 775. (4) Reactant: C[O:2][C:3]1[C:8]([N+:9]([O-:11])=[O:10])=[CH:7][CH:6]=[C:5]([O:12][CH3:13])[C:4]=1[CH:14]1[N:19]([CH2:20][C:21]2[CH:30]=[CH:29][C:28]3[C:23](=[CH:24][CH:25]=[CH:26][CH:27]=3)[N:22]=2)[C:18](=[O:31])[CH2:17][CH2:16][CH2:15]1.O. Product: [OH:2][C:3]1[C:8]([N+:9]([O-:11])=[O:10])=[CH:7][CH:6]=[C:5]([O:12][CH3:13])[C:4]=1[CH:14]1[N:19]([CH2:20][C:21]2[CH:30]=[CH:29][C:28]3[C:23](=[CH:24][CH:25]=[CH:26][CH:27]=3)[N:22]=2)[C:18](=[O:31])[CH2:17][CH2:16][CH2:15]1. The catalyst class is: 2. (5) Reactant: [CH3:1][S:2]([CH2:5][CH2:6][C:7]1[CH:12]=[CH:11][C:10]([N+:13]([O-])=O)=[CH:9][N:8]=1)(=[O:4])=[O:3]. Product: [CH3:1][S:2]([CH2:5][CH2:6][C:7]1[N:8]=[CH:9][C:10]([NH2:13])=[CH:11][CH:12]=1)(=[O:4])=[O:3]. The catalyst class is: 78. (6) Reactant: [Br:1][CH2:2][CH2:3][CH2:4][N:5]1[CH2:9][CH2:8][N:7]([CH2:10][CH2:11][CH2:12][OH:13])[C:6]1=[C:14]([C:17]#[N:18])[C:15]#[N:16].C(N(CC)CC)C.[CH3:26][S:27](Cl)(=[O:29])=[O:28]. Product: [Br:1][CH2:2][CH2:3][CH2:4][N:5]1[CH2:9][CH2:8][N:7]([CH2:10][CH2:11][CH2:12][O:13][S:27]([CH3:26])(=[O:29])=[O:28])[C:6]1=[C:14]([C:17]#[N:18])[C:15]#[N:16]. The catalyst class is: 614. (7) Reactant: [CH:1]1([Mg]Br)[CH2:3][CH2:2]1.[CH:6]([N:19]1[CH2:22][C:21](=[O:23])[CH2:20]1)([C:13]1[CH:18]=[CH:17][CH:16]=[CH:15][CH:14]=1)[C:7]1[CH:12]=[CH:11][CH:10]=[CH:9][CH:8]=1.C([O-])(O)=O.[Na+]. Product: [CH:6]([N:19]1[CH2:22][C:21]([CH:1]2[CH2:3][CH2:2]2)([OH:23])[CH2:20]1)([C:13]1[CH:18]=[CH:17][CH:16]=[CH:15][CH:14]=1)[C:7]1[CH:8]=[CH:9][CH:10]=[CH:11][CH:12]=1. The catalyst class is: 1. (8) Reactant: [CH3:1][C:2]1[C:7]([N+:8]([O-:10])=[O:9])=[CH:6][CH:5]=[C:4]([CH3:11])[N:3]=1.[CH2:12]=[O:13].O. Product: [CH3:1][C:2]1[N:3]=[C:4]([CH2:11][CH2:12][OH:13])[CH:5]=[CH:6][C:7]=1[N+:8]([O-:10])=[O:9]. The catalyst class is: 8. (9) Reactant: [CH3:1][O:2][C:3]1[CH:11]=[CH:10][C:6]([C:7]([OH:9])=O)=[CH:5][C:4]=1[O:12][S:13]([CH3:16])(=[O:15])=[O:14].CN(C(ON1N=NC2C=CC=NC1=2)=[N+](C)C)C.F[P-](F)(F)(F)(F)F.CN1CCOCC1.[SH:48][CH2:49][C:50]([OH:52])=[O:51]. Product: [CH3:1][O:2][C:3]1[CH:11]=[CH:10][C:6]([C:7]([S:48][CH2:49][C:50]([OH:52])=[O:51])=[O:9])=[CH:5][C:4]=1[O:12][S:13]([CH3:16])(=[O:15])=[O:14]. The catalyst class is: 3. (10) Reactant: [CH3:1][C:2]1([CH3:32])[C:29]2[C:24](=[CH:25][CH:26]=[C:27]([CH:30]=C)[CH:28]=2)[C:5]2=[N:6][O:7][C:8]([C:9]3[O:13][N:12]=[C:11]([C:14]4[CH:19]=[CH:18][CH:17]=[CH:16][CH:15]=4)[C:10]=3[C:20]([F:23])([F:22])[F:21])=[C:4]2[CH2:3]1.C[N+]1([O-])CC[O:37]CC1.I([O-])(=O)(=O)=O.[Na+]. Product: [CH3:32][C:2]1([CH3:1])[C:29]2[C:24](=[CH:25][CH:26]=[C:27]([CH:30]=[O:37])[CH:28]=2)[C:5]2=[N:6][O:7][C:8]([C:9]3[O:13][N:12]=[C:11]([C:14]4[CH:19]=[CH:18][CH:17]=[CH:16][CH:15]=4)[C:10]=3[C:20]([F:21])([F:23])[F:22])=[C:4]2[CH2:3]1. The catalyst class is: 822.